This data is from Reaction yield outcomes from USPTO patents with 853,638 reactions. The task is: Predict the reaction yield, written as a fraction of the theoretical maximum amount of product (1.0 means a 100% yield; for example, 0.34 means a 34% yield). The yield is 0.820. The reactants are [C:1]([C:3]1[C:7]([CH:8]=[O:9])=[C:6]([C:10]2[N:14]=[CH:13][N:12]([CH:15]3[CH2:20][CH2:19][CH2:18][CH2:17][O:16]3)[N:11]=2)[S:5][C:4]=1[C:21]1[CH:26]=[CH:25][N:24]=[C:23]([NH:27][C:28](=[O:31])[O:29][CH3:30])[CH:22]=1)#[N:2].[Cl:32][C:33]1[CH:38]=[CH:37][C:36]([Mg]Br)=[CH:35][CH:34]=1.CCOCC.C(O)(=O)C. The product is [Cl:32][C:33]1[CH:38]=[CH:37][C:36]([CH:8]([OH:9])[C:7]2[C:3]([C:1]#[N:2])=[C:4]([C:21]3[CH:26]=[CH:25][N:24]=[C:23]([NH:27][C:28](=[O:31])[O:29][CH3:30])[CH:22]=3)[S:5][C:6]=2[C:10]2[N:14]=[CH:13][N:12]([CH:15]3[CH2:20][CH2:19][CH2:18][CH2:17][O:16]3)[N:11]=2)=[CH:35][CH:34]=1. The catalyst is O1CCCC1.CO.C(Cl)Cl.